Dataset: Full USPTO retrosynthesis dataset with 1.9M reactions from patents (1976-2016). Task: Predict the reactants needed to synthesize the given product. Given the product [CH3:1][S:2]([O:23][CH2:22][CH2:21][C:18]1[CH:19]=[CH:20][C:15]([C:12]2[CH:13]=[CH:14][C:9]([O:8][CH2:6][CH3:7])=[C:10]([F:25])[C:11]=2[F:24])=[CH:16][CH:17]=1)(=[O:4])=[O:3], predict the reactants needed to synthesize it. The reactants are: [CH3:1][S:2](Cl)(=[O:4])=[O:3].[CH2:6]([O:8][C:9]1[CH:14]=[CH:13][C:12]([C:15]2[CH:20]=[CH:19][C:18]([CH2:21][CH2:22][OH:23])=[CH:17][CH:16]=2)=[C:11]([F:24])[C:10]=1[F:25])[CH3:7].C(N(CC)CC)C.